Predict the reaction yield, written as a fraction of the theoretical maximum amount of product (1.0 means a 100% yield; for example, 0.34 means a 34% yield). From a dataset of Reaction yield outcomes from USPTO patents with 853,638 reactions. (1) The product is [Cl:17][C:18]1[C:26]([C:27]([F:30])([F:29])[F:28])=[CH:25][CH:24]=[CH:23][C:19]=1[C:20]([N:13]1[CH:14]=[CH:15][C:16]2[N:8]([C:5]3[CH:4]=[CH:3][C:2]([F:1])=[CH:7][N:6]=3)[CH:9]=[N:10][C:11]=2[CH:12]1[CH3:31])=[O:21]. The catalyst is C1COCC1.CCOCC. The yield is 0.540. The reactants are [F:1][C:2]1[CH:3]=[CH:4][C:5]([N:8]2[C:16]3[CH:15]=[CH:14][N:13]=[CH:12][C:11]=3[N:10]=[CH:9]2)=[N:6][CH:7]=1.[Cl:17][C:18]1[C:26]([C:27]([F:30])([F:29])[F:28])=[CH:25][CH:24]=[CH:23][C:19]=1[C:20](Cl)=[O:21].[CH3:31][Mg+].[Br-]. (2) The reactants are [CH:1]1([CH2:4][C:5]([NH:7][C:8]2[N:9]=[C:10]3[CH:15]=[CH:14][C:13](I)=[N:12][N:11]3[CH:17]=2)=[O:6])[CH2:3][CH2:2]1.[NH2:18][C:19]1[CH:20]=[C:21]([OH:25])[CH:22]=[CH:23][CH:24]=1.C(=O)([O-])[O-].[K+].[K+].CN(C)C=O. The catalyst is [Cl-].[Na+].O.O1CCCC1.C(OCC)(=O)C. The product is [NH2:18][C:19]1[CH:20]=[C:21]([CH:22]=[CH:23][CH:24]=1)[O:25][C:13]1[CH:14]=[CH:15][C:10]2[N:11]([CH:17]=[C:8]([NH:7][C:5](=[O:6])[CH2:4][CH:1]3[CH2:3][CH2:2]3)[N:9]=2)[N:12]=1. The yield is 0.330.